Dataset: NCI-60 drug combinations with 297,098 pairs across 59 cell lines. Task: Regression. Given two drug SMILES strings and cell line genomic features, predict the synergy score measuring deviation from expected non-interaction effect. (1) Drug 1: C1=CC(=CC=C1CCCC(=O)O)N(CCCl)CCCl. Drug 2: COCCOC1=C(C=C2C(=C1)C(=NC=N2)NC3=CC=CC(=C3)C#C)OCCOC.Cl. Cell line: COLO 205. Synergy scores: CSS=29.8, Synergy_ZIP=-8.69, Synergy_Bliss=-9.99, Synergy_Loewe=-10.8, Synergy_HSA=-10.0. (2) Drug 1: CC1=C(C(CCC1)(C)C)C=CC(=CC=CC(=CC(=O)O)C)C. Drug 2: COC1=NC(=NC2=C1N=CN2C3C(C(C(O3)CO)O)O)N. Cell line: NCIH23. Synergy scores: CSS=-6.47, Synergy_ZIP=4.88, Synergy_Bliss=4.93, Synergy_Loewe=-8.08, Synergy_HSA=-7.51. (3) Drug 1: COC1=CC(=CC(=C1O)OC)C2C3C(COC3=O)C(C4=CC5=C(C=C24)OCO5)OC6C(C(C7C(O6)COC(O7)C8=CC=CS8)O)O. Drug 2: CC1C(C(CC(O1)OC2CC(CC3=C2C(=C4C(=C3O)C(=O)C5=C(C4=O)C(=CC=C5)OC)O)(C(=O)C)O)N)O.Cl. Cell line: T-47D. Synergy scores: CSS=37.5, Synergy_ZIP=-8.02, Synergy_Bliss=2.13, Synergy_Loewe=2.88, Synergy_HSA=4.70. (4) Drug 1: C1=CC(=CC=C1CCCC(=O)O)N(CCCl)CCCl. Drug 2: CCN(CC)CCNC(=O)C1=C(NC(=C1C)C=C2C3=C(C=CC(=C3)F)NC2=O)C. Cell line: DU-145. Synergy scores: CSS=43.5, Synergy_ZIP=4.47, Synergy_Bliss=-0.337, Synergy_Loewe=-2.02, Synergy_HSA=-1.93. (5) Drug 1: CCC1(C2=C(COC1=O)C(=O)N3CC4=CC5=C(C=CC(=C5CN(C)C)O)N=C4C3=C2)O.Cl. Drug 2: CC12CCC3C(C1CCC2OP(=O)(O)O)CCC4=C3C=CC(=C4)OC(=O)N(CCCl)CCCl.[Na+]. Cell line: HCT-15. Synergy scores: CSS=42.5, Synergy_ZIP=-0.503, Synergy_Bliss=4.04, Synergy_Loewe=-16.8, Synergy_HSA=2.99. (6) Drug 1: CC12CCC(CC1=CCC3C2CCC4(C3CC=C4C5=CN=CC=C5)C)O. Drug 2: CN(CC1=CN=C2C(=N1)C(=NC(=N2)N)N)C3=CC=C(C=C3)C(=O)NC(CCC(=O)O)C(=O)O. Cell line: UACC62. Synergy scores: CSS=7.76, Synergy_ZIP=-6.29, Synergy_Bliss=-2.22, Synergy_Loewe=-9.75, Synergy_HSA=-1.49. (7) Cell line: OVCAR3. Synergy scores: CSS=35.3, Synergy_ZIP=-2.03, Synergy_Bliss=-3.38, Synergy_Loewe=-0.0648, Synergy_HSA=2.56. Drug 2: CC1=C(C(=CC=C1)Cl)NC(=O)C2=CN=C(S2)NC3=CC(=NC(=N3)C)N4CCN(CC4)CCO. Drug 1: C1=CC(=CC=C1CCC2=CNC3=C2C(=O)NC(=N3)N)C(=O)NC(CCC(=O)O)C(=O)O. (8) Drug 1: CC12CCC3C(C1CCC2=O)CC(=C)C4=CC(=O)C=CC34C. Drug 2: CN(CCCl)CCCl.Cl. Cell line: HCC-2998. Synergy scores: CSS=21.7, Synergy_ZIP=-4.08, Synergy_Bliss=-2.71, Synergy_Loewe=-8.16, Synergy_HSA=-3.70. (9) Drug 1: C1CCN(CC1)CCOC2=CC=C(C=C2)C(=O)C3=C(SC4=C3C=CC(=C4)O)C5=CC=C(C=C5)O. Drug 2: CC1C(C(=O)NC(C(=O)N2CCCC2C(=O)N(CC(=O)N(C(C(=O)O1)C(C)C)C)C)C(C)C)NC(=O)C3=C4C(=C(C=C3)C)OC5=C(C(=O)C(=C(C5=N4)C(=O)NC6C(OC(=O)C(N(C(=O)CN(C(=O)C7CCCN7C(=O)C(NC6=O)C(C)C)C)C)C(C)C)C)N)C. Cell line: CCRF-CEM. Synergy scores: CSS=33.7, Synergy_ZIP=8.15, Synergy_Bliss=8.52, Synergy_Loewe=-32.6, Synergy_HSA=5.80. (10) Drug 1: C1CCN(CC1)CCOC2=CC=C(C=C2)C(=O)C3=C(SC4=C3C=CC(=C4)O)C5=CC=C(C=C5)O. Drug 2: C1C(C(OC1N2C=NC3=C2NC=NCC3O)CO)O. Cell line: RPMI-8226. Synergy scores: CSS=-1.21, Synergy_ZIP=8.35, Synergy_Bliss=10.9, Synergy_Loewe=-0.371, Synergy_HSA=-1.32.